This data is from Peptide-MHC class I binding affinity with 185,985 pairs from IEDB/IMGT. The task is: Regression. Given a peptide amino acid sequence and an MHC pseudo amino acid sequence, predict their binding affinity value. This is MHC class I binding data. (1) The peptide sequence is ALSGVFCGV. The MHC is HLA-A02:03 with pseudo-sequence HLA-A02:03. The binding affinity (normalized) is 0.773. (2) The peptide sequence is ADLFNAQPGL. The MHC is H-2-Db with pseudo-sequence H-2-Db. The binding affinity (normalized) is 0. (3) The peptide sequence is LANERYRSA. The MHC is HLA-A68:02 with pseudo-sequence HLA-A68:02. The binding affinity (normalized) is 0. (4) The binding affinity (normalized) is 0.178. The MHC is SLA-20401 with pseudo-sequence SLA-20401. The peptide sequence is STFATVLEY. (5) The binding affinity (normalized) is 0.0585. The peptide sequence is SAYIIRVTT. The MHC is HLA-A02:02 with pseudo-sequence HLA-A02:02. (6) The peptide sequence is SEFWLNYTA. The MHC is HLA-A31:01 with pseudo-sequence HLA-A31:01. The binding affinity (normalized) is 0.0847. (7) The peptide sequence is LAPNNVSEL. The binding affinity (normalized) is 0.263. The MHC is H-2-Kb with pseudo-sequence H-2-Kb.